This data is from NCI-60 drug combinations with 297,098 pairs across 59 cell lines. The task is: Regression. Given two drug SMILES strings and cell line genomic features, predict the synergy score measuring deviation from expected non-interaction effect. (1) Synergy scores: CSS=49.8, Synergy_ZIP=-3.90, Synergy_Bliss=-1.48, Synergy_Loewe=-6.81, Synergy_HSA=-1.50. Drug 1: CC12CCC(CC1=CCC3C2CCC4(C3CC=C4C5=CN=CC=C5)C)O. Cell line: K-562. Drug 2: CNC(=O)C1=NC=CC(=C1)OC2=CC=C(C=C2)NC(=O)NC3=CC(=C(C=C3)Cl)C(F)(F)F. (2) Drug 1: C1CCC(CC1)NC(=O)N(CCCl)N=O. Drug 2: CN1C(=O)N2C=NC(=C2N=N1)C(=O)N. Cell line: HOP-92. Synergy scores: CSS=29.4, Synergy_ZIP=-6.22, Synergy_Bliss=-1.86, Synergy_Loewe=-2.83, Synergy_HSA=0.261. (3) Drug 1: CN(CC1=CN=C2C(=N1)C(=NC(=N2)N)N)C3=CC=C(C=C3)C(=O)NC(CCC(=O)O)C(=O)O. Drug 2: CC1C(C(CC(O1)OC2CC(CC3=C2C(=C4C(=C3O)C(=O)C5=C(C4=O)C(=CC=C5)OC)O)(C(=O)CO)O)N)O.Cl. Cell line: K-562. Synergy scores: CSS=57.9, Synergy_ZIP=-8.78, Synergy_Bliss=-29.9, Synergy_Loewe=20.4, Synergy_HSA=-25.0. (4) Drug 1: CC1=C(C(=O)C2=C(C1=O)N3CC4C(C3(C2COC(=O)N)OC)N4)N. Drug 2: COCCOC1=C(C=C2C(=C1)C(=NC=N2)NC3=CC=CC(=C3)C#C)OCCOC.Cl. Cell line: RPMI-8226. Synergy scores: CSS=4.14, Synergy_ZIP=-7.35, Synergy_Bliss=-12.2, Synergy_Loewe=-12.0, Synergy_HSA=-11.8. (5) Drug 1: C1=CN(C(=O)N=C1N)C2C(C(C(O2)CO)O)O.Cl. Synergy scores: CSS=22.0, Synergy_ZIP=-3.90, Synergy_Bliss=0.803, Synergy_Loewe=2.78, Synergy_HSA=2.94. Drug 2: C1=NC2=C(N=C(N=C2N1C3C(C(C(O3)CO)O)F)Cl)N. Cell line: UO-31. (6) Drug 1: CC1C(C(CC(O1)OC2CC(CC3=C2C(=C4C(=C3O)C(=O)C5=C(C4=O)C(=CC=C5)OC)O)(C(=O)CO)O)N)O.Cl. Drug 2: COC1=CC(=CC(=C1O)OC)C2C3C(COC3=O)C(C4=CC5=C(C=C24)OCO5)OC6C(C(C7C(O6)COC(O7)C8=CC=CS8)O)O. Cell line: MOLT-4. Synergy scores: CSS=85.8, Synergy_ZIP=5.79, Synergy_Bliss=5.31, Synergy_Loewe=0.394, Synergy_HSA=7.81. (7) Drug 1: CC1=C(C(=O)C2=C(C1=O)N3CC4C(C3(C2COC(=O)N)OC)N4)N. Drug 2: CC12CCC3C(C1CCC2OP(=O)(O)O)CCC4=C3C=CC(=C4)OC(=O)N(CCCl)CCCl.[Na+]. Cell line: SF-295. Synergy scores: CSS=71.7, Synergy_ZIP=-5.61, Synergy_Bliss=-6.51, Synergy_Loewe=-6.30, Synergy_HSA=-2.74.